This data is from Reaction yield outcomes from USPTO patents with 853,638 reactions. The task is: Predict the reaction yield, written as a fraction of the theoretical maximum amount of product (1.0 means a 100% yield; for example, 0.34 means a 34% yield). (1) The reactants are [CH3:1][C:2]1[CH:3]=[C:4]([CH2:9][N:10]2[C:14]3[CH:15]=[C:16]([N:23]4[CH2:28][CH2:27][O:26][CH2:25][CH2:24]4)[CH:17]=[C:18]([C:19]([O:21]C)=[O:20])[C:13]=3[N:12]=[C:11]2[CH3:29])[CH:5]=[CH:6][C:7]=1[CH3:8].[OH-].[Li+]. The catalyst is O1CCCC1. The product is [CH3:1][C:2]1[CH:3]=[C:4]([CH2:9][N:10]2[C:14]3[CH:15]=[C:16]([N:23]4[CH2:24][CH2:25][O:26][CH2:27][CH2:28]4)[CH:17]=[C:18]([C:19]([OH:21])=[O:20])[C:13]=3[N:12]=[C:11]2[CH3:29])[CH:5]=[CH:6][C:7]=1[CH3:8]. The yield is 0.660. (2) The reactants are [CH:1]([O:4][C:5]1[CH:9]=[C:8]([CH2:10][CH2:11][C:12]([O:14][CH2:15][CH3:16])=[O:13])[NH:7][N:6]=1)([CH3:3])[CH3:2].[H-].[Na+].[Cl:19][C:20]1[CH:27]=[CH:26][C:23]([CH2:24]Br)=[C:22]([F:28])[CH:21]=1.Cl. The catalyst is CN(C)C=O. The product is [Cl:19][C:20]1[CH:27]=[CH:26][C:23]([CH2:24][N:7]2[C:8]([CH2:10][CH2:11][C:12]([O:14][CH2:15][CH3:16])=[O:13])=[CH:9][C:5]([O:4][CH:1]([CH3:3])[CH3:2])=[N:6]2)=[C:22]([F:28])[CH:21]=1. The yield is 0.570. (3) The reactants are [NH2:1][C:2]1[C:3]2[C:10]([C:11]3[CH:16]=[CH:15][C:14]([O:17][C:18]4[CH:23]=[CH:22][CH:21]=[CH:20][CH:19]=4)=[CH:13][CH:12]=3)=[CH:9][N:8]([CH:24]3[CH2:29][CH2:28][N:27](C(OC(C)(C)C)=O)[CH2:26][CH2:25]3)[C:4]=2[N:5]=[CH:6][N:7]=1.C(O)(C(F)(F)F)=O. The catalyst is C(Cl)Cl. The product is [O:17]([C:14]1[CH:13]=[CH:12][C:11]([C:10]2[C:3]3[C:2]([NH2:1])=[N:7][CH:6]=[N:5][C:4]=3[N:8]([CH:24]3[CH2:29][CH2:28][NH:27][CH2:26][CH2:25]3)[CH:9]=2)=[CH:16][CH:15]=1)[C:18]1[CH:23]=[CH:22][CH:21]=[CH:20][CH:19]=1. The yield is 0.910. (4) The reactants are Br[C:2]1[C:11]2[C:6](=[CH:7][CH:8]=[C:9]([C:12]3[CH:13]=[N:14][C:15]([CH3:18])=[CH:16][CH:17]=3)[CH:10]=2)[C:5](=[O:19])[N:4]([CH3:20])[CH:3]=1.[CH2:21]([S:23]([NH:26][C:27]1[CH:28]=[C:29](B(O)O)[CH:30]=[CH:31][CH:32]=1)(=[O:25])=[O:24])[CH3:22].[O-]P([O-])([O-])=O.[K+].[K+].[K+]. The catalyst is O1CCOCC1.C1C=CC(P(C2C=CC=CC=2)[C-]2C=CC=C2)=CC=1.C1C=CC(P(C2C=CC=CC=2)[C-]2C=CC=C2)=CC=1.Cl[Pd]Cl.[Fe+2]. The product is [CH3:20][N:4]1[CH:3]=[C:2]([C:31]2[CH:32]=[C:27]([NH:26][S:23]([CH2:21][CH3:22])(=[O:24])=[O:25])[CH:28]=[CH:29][CH:30]=2)[C:11]2[C:6](=[CH:7][CH:8]=[C:9]([C:12]3[CH:13]=[N:14][C:15]([CH3:18])=[CH:16][CH:17]=3)[CH:10]=2)[C:5]1=[O:19]. The yield is 0.141. (5) The reactants are [CH:1]1([C@H:4]2[C@H:13]([CH3:14])[C@@H:12]([NH:15][C:16](=[O:25])[O:17][CH2:18][C:19]3[CH:24]=[CH:23][CH:22]=[CH:21][CH:20]=3)[C:11]3[C:6](=[CH:7][C:8]([F:26])=[CH:9][CH:10]=3)[NH:5]2)[CH2:3][CH2:2]1.N1C=CC=CC=1.[C:33](Cl)(=[O:35])[CH3:34].C(=O)(O)[O-].[Na+]. The catalyst is ClCCl. The product is [C:33]([N:5]1[C:6]2[C:11](=[CH:10][CH:9]=[C:8]([F:26])[CH:7]=2)[C@H:12]([NH:15][C:16](=[O:25])[O:17][CH2:18][C:19]2[CH:24]=[CH:23][CH:22]=[CH:21][CH:20]=2)[C@@H:13]([CH3:14])[C@@H:4]1[CH:1]1[CH2:3][CH2:2]1)(=[O:35])[CH3:34]. The yield is 0.950. (6) The product is [CH2:1]([O:8][C:9]1[CH:16]=[C:15]([O:17][CH:18]2[CH2:23][CH2:22][CH2:21][CH2:20][O:19]2)[CH:14]=[C:13]([B:25]2[O:29][C:28]([CH3:31])([CH3:30])[C:27]([CH3:33])([CH3:32])[O:26]2)[C:10]=1[CH:11]=[O:12])[C:2]1[CH:7]=[CH:6][CH:5]=[CH:4][CH:3]=1. The yield is 0.570. The reactants are [CH2:1]([O:8][C:9]1[CH:16]=[C:15]([O:17][CH:18]2[CH2:23][CH2:22][CH2:21][CH2:20][O:19]2)[CH:14]=[C:13](Br)[C:10]=1[CH:11]=[O:12])[C:2]1[CH:7]=[CH:6][CH:5]=[CH:4][CH:3]=1.[B:25]1([B:25]2[O:29][C:28]([CH3:31])([CH3:30])[C:27]([CH3:33])([CH3:32])[O:26]2)[O:29][C:28]([CH3:31])([CH3:30])[C:27]([CH3:33])([CH3:32])[O:26]1.C([O-])(=O)C.[K+]. The catalyst is C1C=CC(P(C2C=CC=CC=2)[C-]2C=CC=C2)=CC=1.C1C=CC(P(C2C=CC=CC=2)[C-]2C=CC=C2)=CC=1.Cl[Pd]Cl.[Fe+2].O1CCOCC1. (7) The reactants are Br[C:2]1[C:3]([O:15][CH3:16])=[CH:4][C:5]([F:14])=[C:6]([NH:8][S:9]([CH2:12][CH3:13])(=[O:11])=[O:10])[CH:7]=1.[CH3:17][N:18]1[CH:27]=[C:26](B2OC(C)(C)C(C)(C)O2)[C:25]2[C:20](=[CH:21][CH:22]=[C:23]([C:37]3[CH:38]=[N:39][N:40]([CH3:42])[CH:41]=3)[CH:24]=2)[C:19]1=[O:43].[O-]P([O-])([O-])=O.[K+].[K+].[K+]. The catalyst is O1CCOCC1.C1C=CC(P(C2C=CC=CC=2)[C-]2C=CC=C2)=CC=1.C1C=CC(P(C2C=CC=CC=2)[C-]2C=CC=C2)=CC=1.Cl[Pd]Cl.[Fe+2]. The product is [F:14][C:5]1[CH:4]=[C:3]([O:15][CH3:16])[C:2]([C:26]2[C:25]3[C:20](=[CH:21][CH:22]=[C:23]([C:37]4[CH:38]=[N:39][N:40]([CH3:42])[CH:41]=4)[CH:24]=3)[C:19](=[O:43])[N:18]([CH3:17])[CH:27]=2)=[CH:7][C:6]=1[NH:8][S:9]([CH2:12][CH3:13])(=[O:11])=[O:10]. The yield is 0.263.